From a dataset of Forward reaction prediction with 1.9M reactions from USPTO patents (1976-2016). Predict the product of the given reaction. (1) The product is: [Cl:23][C:3]1[CH:4]=[C:5]([NH:12][S:13]([C:16]2[S:17][CH:18]=[CH:19][CH:20]=2)(=[O:15])=[O:14])[C:6]2[C:11]([C:2]=1[OH:1])=[CH:10][CH:9]=[CH:8][CH:7]=2. Given the reactants [OH:1][C:2]1[C:11]2[C:6](=[CH:7][CH:8]=[CH:9][CH:10]=2)[C:5]([NH:12][S:13]([C:16]2[S:17][CH:18]=[CH:19][CH:20]=2)(=[O:15])=[O:14])=[CH:4][CH:3]=1.OO.[ClH:23], predict the reaction product. (2) Given the reactants [O:1]1[CH2:4][CH:3]([OH:5])[CH2:2]1.N1C=CC=CC=1.Cl[C:13]([O:15][C:16]1[CH:21]=[CH:20][C:19]([N+:22]([O-:24])=[O:23])=[CH:18][CH:17]=1)=[O:14], predict the reaction product. The product is: [O:1]1[CH2:4][CH:3]([O:5][C:13](=[O:14])[O:15][C:16]2[CH:17]=[CH:18][C:19]([N+:22]([O-:24])=[O:23])=[CH:20][CH:21]=2)[CH2:2]1. (3) Given the reactants [H-].[Na+].[OH:3][C:4]1[CH:5]=[C:6]([CH:9]=[C:10]([CH3:12])[CH:11]=1)[C:7]#[N:8].[Cl:13][C:14]1[N:19]=[C:18](Cl)[C:17]([CH:21]([CH3:23])[CH3:22])=[C:16]([Cl:24])[N:15]=1.C(OCC)(=O)C, predict the reaction product. The product is: [Cl:13][C:14]1[N:19]=[C:18]([O:3][C:4]2[CH:5]=[C:6]([CH:9]=[C:10]([CH3:12])[CH:11]=2)[C:7]#[N:8])[C:17]([CH:21]([CH3:22])[CH3:23])=[C:16]([Cl:24])[N:15]=1. (4) Given the reactants [C:1]([C:4]1[O:5][C:6]2[CH:13]=[CH:12][C:11]([O:14][CH3:15])=[C:10]([Br:16])[C:7]=2[C:8]=1[NH2:9])(=[O:3])[CH3:2].[CH:17]([C:19]1[N:20]=[C:21]([NH:24][C:25](=[O:29])[CH:26]([CH3:28])[CH3:27])[S:22][CH:23]=1)=O.[OH-].[Na+].O, predict the reaction product. The product is: [NH2:9][C:8]1[C:7]2[C:10]([Br:16])=[C:11]([O:14][CH3:15])[CH:12]=[CH:13][C:6]=2[O:5][C:4]=1[C:1](=[O:3])[CH:2]=[CH:17][C:19]1[N:20]=[C:21]([NH:24][C:25](=[O:29])[CH:26]([CH3:27])[CH3:28])[S:22][CH:23]=1. (5) Given the reactants CN(C=O)C.[CH3:6][O:7][C:8](=O)[C:9]1[CH:14]=[CH:13][CH:12]=[N:11][C:10]=1[S:15][CH2:16][C:17]#[N:18].CC(C)([O-])C.[K+].BrC[C:28]([O:30][CH2:31][CH3:32])=[O:29], predict the reaction product. The product is: [CH2:31]([O:30][C:28](=[O:29])[CH2:6][O:7][C:8]1[C:9]2[C:10](=[N:11][CH:12]=[CH:13][CH:14]=2)[S:15][C:16]=1[C:17]#[N:18])[CH3:32]. (6) The product is: [Br:1][C:2]1[C:6]2[CH2:7][N:8]([C:11]([O:13][C:14]([CH3:17])([CH3:16])[CH3:15])=[O:12])[CH2:9][CH2:10][C:5]=2[N:4]([CH:19]([CH3:25])[C:20]([O:22][CH2:23][CH3:24])=[O:21])[N:3]=1. Given the reactants [Br:1][C:2]1[C:6]2[CH2:7][N:8]([C:11]([O:13][C:14]([CH3:17])([CH3:16])[CH3:15])=[O:12])[CH2:9][CH2:10][C:5]=2[NH:4][N:3]=1.Br[CH:19]([CH3:25])[C:20]([O:22][CH2:23][CH3:24])=[O:21].C([O-])([O-])=O.[Cs+].[Cs+].O, predict the reaction product. (7) Given the reactants [H-].[Na+].[N+:3]([CH2:5][C:6]([O:8][CH2:9][CH3:10])=[O:7])#[C-:4].Br[C:12]1[S:13][C:14]([Br:17])=[CH:15][N:16]=1.Cl, predict the reaction product. The product is: [Br:17][C:14]1[S:13][C:12]2=[C:5]([C:6]([O:8][CH2:9][CH3:10])=[O:7])[N:3]=[CH:4][N:16]2[CH:15]=1. (8) Given the reactants [NH2:1][C:2]1[C:11]([O:12][CH3:13])=[N:10][C:9]2[C:4](=[CH:5][CH:6]=[C:7]([Cl:14])[CH:8]=2)[N:3]=1.Cl[C:16]([O:18][CH2:19][CH3:20])=[O:17].N1C=CC=CC=1, predict the reaction product. The product is: [Cl:14][C:7]1[CH:8]=[C:9]2[C:4](=[CH:5][CH:6]=1)[N:3]=[C:2]([NH:1][C:16](=[O:17])[O:18][CH2:19][CH3:20])[C:11]([O:12][CH3:13])=[N:10]2.